This data is from Reaction yield outcomes from USPTO patents with 853,638 reactions. The task is: Predict the reaction yield, written as a fraction of the theoretical maximum amount of product (1.0 means a 100% yield; for example, 0.34 means a 34% yield). (1) The reactants are CN(C(ON1N=NC2C=CC=NC1=2)=[N+](C)C)C.F[P-](F)(F)(F)(F)F.CCN(C(C)C)C(C)C.[O:34]=[C:35]([CH3:46])[CH2:36][C:37]1[CH:38]=[C:39]([CH:43]=[CH:44][CH:45]=1)[C:40]([OH:42])=O.[CH3:47][O:48][C:49]1[CH:50]=[C:51]([NH:55][C:56]2[C:65]3[C:60](=[C:61]([CH3:83])[CH:62]=[C:63]([S:66]([C:69]4[CH:74]=[CH:73][CH:72]=[C:71]([C:75]([N:77]5[CH2:82][CH2:81][NH:80][CH2:79][CH2:78]5)=[O:76])[CH:70]=4)(=[O:68])=[O:67])[CH:64]=3)[N:59]=[CH:58][C:57]=2[C:84]([NH2:86])=[O:85])[CH:52]=[CH:53][CH:54]=1. The product is [CH3:47][O:48][C:49]1[CH:50]=[C:51]([NH:55][C:56]2[C:65]3[C:60](=[C:61]([CH3:83])[CH:62]=[C:63]([S:66]([C:69]4[CH:74]=[CH:73][CH:72]=[C:71]([C:75]([N:77]5[CH2:78][CH2:79][N:80]([C:40](=[O:42])[C:39]6[CH:43]=[CH:44][CH:45]=[C:37]([CH2:36][C:35](=[O:34])[CH3:46])[CH:38]=6)[CH2:81][CH2:82]5)=[O:76])[CH:70]=4)(=[O:68])=[O:67])[CH:64]=3)[N:59]=[CH:58][C:57]=2[C:84]([NH2:86])=[O:85])[CH:52]=[CH:53][CH:54]=1. The catalyst is CN(C=O)C.C(Cl)Cl.CO.O. The yield is 0.640. (2) The reactants are [N+:1]([C:4]1[CH:9]=[CH:8][C:7]([C:10]2[S:11][C:12]3C=C(O)[CH:16]=[CH:15][C:13]=3[N:14]=2)=[CH:6][CH:5]=1)([O-:3])=[O:2].C([O-])([O-])=[O:21].[K+].[K+].C[S:27](Cl)(=[O:29])=[O:28].[CH3:31][C:32]([CH3:34])=[O:33]. No catalyst specified. The product is [N+:1]([C:4]1[CH:9]=[CH:8][C:7]([C:10]2[S:11][C:12]3[CH:13]=[C:15]([CH3:16])[CH:34]=[C:32]([O:33][S:27]([OH:29])(=[O:21])=[O:28])[C:31]=3[N:14]=2)=[CH:6][CH:5]=1)([O-:3])=[O:2]. The yield is 0.680. (3) The reactants are Cl[CH2:2][CH2:3][CH:4]=[C:5]1[C:11]2[CH:12]=[CH:13][CH:14]=[CH:15][C:10]=2[CH2:9][O:8][C:7]2[CH:16]=[CH:17][CH:18]=[CH:19][C:6]1=2.[CH3:20][NH:21][CH3:22].O.Cl. The catalyst is O1CCCC1.C(O)C. The product is [CH3:20][N:21]([CH3:22])[CH2:2][CH2:3][CH:4]=[C:5]1[C:11]2[CH:12]=[CH:13][CH:14]=[CH:15][C:10]=2[CH2:9][O:8][C:7]2[CH:16]=[CH:17][CH:18]=[CH:19][C:6]1=2. The yield is 0.735. (4) The catalyst is CN(C=O)C.[Cl-].[Na+].O.O. The product is [Cl:1][C:2]1[CH:3]=[C:4]([NH:18][C:19]2[C:28]3[C:23](=[CH:24][C:25]([O:31][CH2:32][CH2:33][CH2:34][N:43]4[CH2:44][CH2:45][N:40]([CH2:38][CH3:39])[CH2:41][CH2:42]4)=[C:26]([O:29][CH3:30])[CH:27]=3)[N:22]=[CH:21][C:20]=2[C:36]#[N:37])[CH:5]=[CH:6][C:7]=1[S:8][C:9]1[N:10]([CH2:16][CH3:17])[C:11]([CH3:15])=[C:12]([CH3:14])[N:13]=1. The yield is 0.850. The reactants are [Cl:1][C:2]1[CH:3]=[C:4]([NH:18][C:19]2[C:28]3[C:23](=[CH:24][C:25]([O:31][CH2:32][CH2:33][CH2:34]Cl)=[C:26]([O:29][CH3:30])[CH:27]=3)[N:22]=[CH:21][C:20]=2[C:36]#[N:37])[CH:5]=[CH:6][C:7]=1[S:8][C:9]1[N:10]([CH2:16][CH3:17])[C:11]([CH3:15])=[C:12]([CH3:14])[N:13]=1.[CH2:38]([N:40]1[CH2:45][CH2:44][NH:43][CH2:42][CH2:41]1)[CH3:39].[Na+].[I-]. (5) The reactants are [Cl:1][C:2]1[C:10]2[C:5](=[CH:6][C:7]([C:11]([NH:13][CH:14]([C:27]3[CH:32]=[CH:31][CH:30]=[CH:29][N:28]=3)[CH2:15][O:16][CH2:17][CH:18]3[CH2:23][CH2:22][N:21]([CH:24]([CH3:26])[CH3:25])[CH2:20][CH2:19]3)=[O:12])=[CH:8][CH:9]=2)[NH:4][CH:3]=1.CC(C)=O. No catalyst specified. The product is [ClH:1].[Cl:1][C:2]1[C:10]2[C:5](=[CH:6][C:7]([C:11]([NH:13][CH:14]([C:27]3[CH:32]=[CH:31][CH:30]=[CH:29][N:28]=3)[CH2:15][O:16][CH2:17][CH:18]3[CH2:19][CH2:20][N:21]([CH:24]([CH3:26])[CH3:25])[CH2:22][CH2:23]3)=[O:12])=[CH:8][CH:9]=2)[NH:4][CH:3]=1. The yield is 0.960.